Dataset: Forward reaction prediction with 1.9M reactions from USPTO patents (1976-2016). Task: Predict the product of the given reaction. Given the reactants [F:1][C:2]1[CH:3]=[C:4]([CH:22]=[CH:23][CH:24]=1)[CH2:5][O:6][C:7]1[CH:12]=[CH:11][C:10]([N:13]2[C:17](=[O:18])[CH2:16][C@@H:15]([C:19]([OH:21])=O)[CH2:14]2)=[CH:9][CH:8]=1.C(N1C=CN=C1)(N1C=CN=C1)=O.Cl.[CH3:38][NH:39][O:40][CH3:41].N1C=CC=CC=1.Cl, predict the reaction product. The product is: [CH3:41][O:40][N:39]([CH3:38])[C:19]([C@@H:15]1[CH2:16][C:17](=[O:18])[N:13]([C:10]2[CH:9]=[CH:8][C:7]([O:6][CH2:5][C:4]3[CH:22]=[CH:23][CH:24]=[C:2]([F:1])[CH:3]=3)=[CH:12][CH:11]=2)[CH2:14]1)=[O:21].